Dataset: Full USPTO retrosynthesis dataset with 1.9M reactions from patents (1976-2016). Task: Predict the reactants needed to synthesize the given product. (1) Given the product [Br:23][CH2:10][C:7]1[CH:8]=[CH:9][C:4]([C:3]([OH:2])=[O:15])=[CH:5][C:6]=1[C:11]([F:14])([F:13])[F:12], predict the reactants needed to synthesize it. The reactants are: C[O:2][C:3](=[O:15])[C:4]1[CH:9]=[CH:8][C:7]([CH3:10])=[C:6]([C:11]([F:14])([F:13])[F:12])[CH:5]=1.C1C(=O)N([Br:23])C(=O)C1.C(OOC(=O)C1C=CC=CC=1)(=O)C1C=CC=CC=1.O. (2) Given the product [CH:18]1([O:17]/[N:16]=[C:5](\[C:6]2[CH:7]=[CH:8][C:9]([S:12]([CH3:15])(=[O:14])=[O:13])=[CH:10][CH:11]=2)/[C:4]([OH:23])=[O:3])[CH2:22][CH2:21][CH2:20][CH2:19]1, predict the reactants needed to synthesize it. The reactants are: C([O:3][C:4](=[O:23])/[C:5](=[N:16]/[O:17][CH:18]1[CH2:22][CH2:21][CH2:20][CH2:19]1)/[C:6]1[CH:11]=[CH:10][C:9]([S:12]([CH3:15])(=[O:14])=[O:13])=[CH:8][CH:7]=1)C.[OH-].[Li+].O. (3) Given the product [NH2:1][C:2]1[N:7]=[CH:6][C:5]([C:8]2[CH:9]=[C:10]([F:22])[C:11]([CH:15]([O:19][CH2:20][CH3:21])[C:16]([NH:24][CH2:25][C:26]3[C:27]([F:35])=[CH:28][C:29]([C:30]#[N:31])=[CH:32][C:33]=3[F:34])=[O:18])=[C:12]([F:14])[CH:13]=2)=[CH:4][CH:3]=1, predict the reactants needed to synthesize it. The reactants are: [NH2:1][C:2]1[N:7]=[CH:6][C:5]([C:8]2[CH:13]=[C:12]([F:14])[C:11]([CH:15]([O:19][CH2:20][CH3:21])[C:16]([OH:18])=O)=[C:10]([F:22])[CH:9]=2)=[CH:4][CH:3]=1.Cl.[NH2:24][CH2:25][C:26]1[C:33]([F:34])=[CH:32][C:29]([C:30]#[N:31])=[CH:28][C:27]=1[F:35]. (4) Given the product [Br:1][C:2]1[CH:3]=[CH:4][C:5]2[S:13][C:12]([C:11]([O:15][CH3:16])=[O:14])=[CH:7][C:6]=2[CH:9]=1, predict the reactants needed to synthesize it. The reactants are: [Br:1][C:2]1[CH:3]=[CH:4][C:5](F)=[C:6]([CH:9]=1)[CH:7]=O.[C:11]([O:15][CH3:16])(=[O:14])[CH2:12][SH:13].C([O-])([O-])=O.[Na+].[Na+]. (5) Given the product [OH:8][CH2:9][C:10]1[C:18]([C:19]2[CH:20]=[N:21][N:22]([CH3:24])[CH:23]=2)=[CH:17][CH:16]=[C:15]2[C:11]=1[CH2:12][CH2:13][N:14]2[C:25]1[C:29]2[CH2:30][N:31]([C:34](=[O:36])[CH3:35])[CH2:32][CH2:33][C:28]=2[N:27]([CH:37]2[CH2:41][CH2:40][O:39][CH2:38]2)[N:26]=1, predict the reactants needed to synthesize it. The reactants are: [Si]([O:8][CH2:9][C:10]1[C:18]([C:19]2[CH:20]=[N:21][N:22]([CH3:24])[CH:23]=2)=[CH:17][CH:16]=[C:15]2[C:11]=1[CH2:12][CH2:13][N:14]2[C:25]1[C:29]2[CH2:30][N:31]([C:34](=[O:36])[CH3:35])[CH2:32][CH2:33][C:28]=2[N:27]([CH:37]2[CH2:41][CH2:40][O:39][CH2:38]2)[N:26]=1)(C(C)(C)C)(C)C.[F-].C([N+](CCCC)(CCCC)CCCC)CCC.